Dataset: Forward reaction prediction with 1.9M reactions from USPTO patents (1976-2016). Task: Predict the product of the given reaction. (1) Given the reactants Br[C:2]1[CH:3]=[N:4][CH:5]=[C:6]([Br:8])[CH:7]=1.C1(P(C2C=CC=CC=2)C2C=CC=CC=2)C=CC=CC=1.C([O-])(=O)C.[K+].[C:33]([N:40]1[CH2:45][CH2:44][C:43](=[CH2:46])[CH2:42][CH2:41]1)([O:35][C:36]([CH3:39])([CH3:38])[CH3:37])=[O:34], predict the reaction product. The product is: [C:36]([O:35][C:33]([N:40]1[CH2:45][CH2:44][C:43](=[CH:46][C:2]2[CH:3]=[N:4][CH:5]=[C:6]([Br:8])[CH:7]=2)[CH2:42][CH2:41]1)=[O:34])([CH3:39])([CH3:38])[CH3:37]. (2) Given the reactants [N:1]([CH2:4][C:5]1[S:6][C:7]([C:10]2([CH3:15])[O:14][CH2:13][CH2:12][O:11]2)=[CH:8][N:9]=1)=[N+]=[N-].C1C=CC(P(C2C=CC=CC=2)C2C=CC=CC=2)=CC=1.O, predict the reaction product. The product is: [CH3:15][C:10]1([C:7]2[S:6][C:5]([CH2:4][NH2:1])=[N:9][CH:8]=2)[O:14][CH2:13][CH2:12][O:11]1. (3) Given the reactants N[C:2]1[CH:10]=[CH:9][C:8](Cl)=[CH:7][C:3]=1[C:4]([OH:6])=[O:5].C[N:13]([CH3:16])C=O.[Br:17]N1C(=O)CCC1=O, predict the reaction product. The product is: [NH2:13][C:16]1[C:8]([CH3:7])=[CH:9][C:10]([Br:17])=[CH:2][C:3]=1[C:4]([OH:6])=[O:5]. (4) Given the reactants [CH3:1][O:2][C:3]1[CH:4]=[CH:5][C:6]2[NH:11][CH2:10][C:9](=[O:12])[NH:8][C:7]=2[N:13]=1.C([O-])(O)=O.[Na+].Cl[C:20]([O:22][CH2:23][C:24]1[CH:29]=[CH:28][CH:27]=[CH:26][CH:25]=1)=[O:21], predict the reaction product. The product is: [CH3:1][O:2][C:3]1[CH:4]=[CH:5][C:6]2[N:11]([C:20]([O:22][CH2:23][C:24]3[CH:29]=[CH:28][CH:27]=[CH:26][CH:25]=3)=[O:21])[CH2:10][C:9](=[O:12])[NH:8][C:7]=2[N:13]=1. (5) Given the reactants [Cl:1][C:2]1[CH:7]=[CH:6][C:5]([C:8]2[CH:9]=[C:10]3[C:15](=[CH:16][C:17]=2[CH:18]([CH3:20])[CH3:19])[N:14]=[C:13]([CH3:21])[NH:12][C:11]3=[O:22])=[CH:4][C:3]=1F.Cl.CO[C:27]([C:29]1[CH:30]=[C:31](C2C=CC(Cl)=C(F)C=2)C(C(C)C)=CC=1N)=[O:28], predict the reaction product. The product is: [Cl:1][C:2]1[CH:7]=[CH:6][C:5]([C:8]2[CH:9]=[C:10]3[C:15](=[CH:16][C:17]=2[CH:18]([CH3:20])[CH3:19])[N:14]=[C:13]([CH3:21])[NH:12][C:11]3=[O:22])=[CH:4][C:3]=1[O:28][CH2:27][CH:29]1[CH2:30][CH2:31]1. (6) Given the reactants Cl.[CH3:2][NH:3][O:4][CH3:5].C1C=CC2N(O)N=NC=2C=1.[F:16][C:17]1[N:25]=[C:24]([F:26])[CH:23]=[CH:22][C:18]=1[C:19](O)=[O:20].C(N(C(C)C)CC)(C)C, predict the reaction product. The product is: [F:16][C:17]1[N:25]=[C:24]([F:26])[CH:23]=[CH:22][C:18]=1[C:19]([N:3]([O:4][CH3:5])[CH3:2])=[O:20]. (7) Given the reactants [CH:1]12[CH2:10][CH:5]3[CH2:6][CH:7]([CH2:9][CH:3]([CH2:4]3)[CH:2]1[NH:11][C:12]([N:14]1[CH2:19][CH2:18][C:17]3([C:28]4[C:23](=[CH:24][CH:25]=[CH:26][CH:27]=4)[CH2:22][NH:21][CH2:20]3)[CH2:16][CH2:15]1)=[O:13])[CH2:8]2.[C:29]1(=[O:35])[O:34][C:32](=[O:33])[CH:31]=[CH:30]1, predict the reaction product. The product is: [CH:1]12[CH2:10][CH:5]3[CH2:6][CH:7]([CH2:9][CH:3]([CH2:4]3)[CH:2]1[NH:11][C:12]([N:14]1[CH2:19][CH2:18][C:17]3([C:28]4[C:23](=[CH:24][CH:25]=[CH:26][CH:27]=4)[CH2:22][N:21]([C:29](=[O:35])/[CH:30]=[CH:31]/[C:32]([OH:34])=[O:33])[CH2:20]3)[CH2:16][CH2:15]1)=[O:13])[CH2:8]2. (8) Given the reactants [Br:1][C:2]1[C:3]([CH3:14])=[N:4][NH:5][C:6]=1[C:7]1[CH:12]=[CH:11][C:10]([F:13])=[CH:9][CH:8]=1.O[CH2:16][C@H:17]1[O:21][C:20](=[O:22])[CH2:19][CH2:18]1.C1(P(C2C=CC=CC=2)C2C=CC=CC=2)C=CC=CC=1.N(C(OC(C)C)=O)=NC(OC(C)C)=O, predict the reaction product. The product is: [Br:1][C:2]1[C:3]([CH3:14])=[N:4][N:5]([CH2:16][C@H:17]2[O:21][C:20](=[O:22])[CH2:19][CH2:18]2)[C:6]=1[C:7]1[CH:12]=[CH:11][C:10]([F:13])=[CH:9][CH:8]=1. (9) Given the reactants [CH3:1][CH2:2][CH2:3][CH2:4][CH:5]([OH:10])[CH2:6][CH2:7][CH2:8][CH3:9].ClCCl.[Cl:14][C:15](Cl)([O:17]C(=O)OC(Cl)(Cl)Cl)Cl, predict the reaction product. The product is: [Cl:14][C:15]([O:10][CH:5]([CH2:6][CH2:7][CH2:8][CH3:9])[CH2:4][CH2:3][CH2:2][CH3:1])=[O:17].